This data is from Full USPTO retrosynthesis dataset with 1.9M reactions from patents (1976-2016). The task is: Predict the reactants needed to synthesize the given product. (1) The reactants are: [CH2:1]([N:8]1[CH2:12][CH2:11][C@@H:10]2[CH2:13][NH:14][CH2:15][C@H:9]12)[C:2]1[CH:7]=[CH:6][CH:5]=[CH:4][CH:3]=1.[Cl:16][C:17]1[CH:22]=[CH:21][C:20](I)=[CH:19][N:18]=1. Given the product [CH2:1]([N:8]1[CH2:12][CH2:11][C@@H:10]2[CH2:13][N:14]([C:20]3[CH:19]=[N:18][C:17]([Cl:16])=[CH:22][CH:21]=3)[CH2:15][C@H:9]12)[C:2]1[CH:7]=[CH:6][CH:5]=[CH:4][CH:3]=1, predict the reactants needed to synthesize it. (2) The reactants are: [C:1]([O:5][CH:6]([C:12]1[C:21]([CH3:22])=[C:20](C)[C:19]2[C:14](=[CH:15][CH:16]=[CH:17][CH:18]=2)[C:13]=1[C:24]1[CH:29]=[CH:28][C:27]([Cl:30])=[CH:26][CH:25]=1)[C:7]([O:9]CC)=[O:8])([CH3:4])([CH3:3])[CH3:2].[CH3:31][N:32]([C:34]1[CH:39]=[CH:38][C:37](B(O)O)=[CH:36][N:35]=1)[CH3:33]. Given the product [C:1]([O:5][CH:6]([C:12]1[C:21]([CH3:22])=[C:20]([C:37]2[CH:36]=[N:35][C:34]([N:32]([CH3:33])[CH3:31])=[CH:39][CH:38]=2)[C:19]2[C:14](=[CH:15][CH:16]=[CH:17][CH:18]=2)[C:13]=1[C:24]1[CH:29]=[CH:28][C:27]([Cl:30])=[CH:26][CH:25]=1)[C:7]([OH:9])=[O:8])([CH3:4])([CH3:2])[CH3:3], predict the reactants needed to synthesize it.